From a dataset of Full USPTO retrosynthesis dataset with 1.9M reactions from patents (1976-2016). Predict the reactants needed to synthesize the given product. (1) Given the product [F:19][C:14]1[CH:15]=[CH:16][CH:17]=[CH:18][C:13]=1[C:12]#[C:11][C:8]1[O:7][C:6]([C:4]([OH:5])=[O:3])=[CH:10][CH:9]=1, predict the reactants needed to synthesize it. The reactants are: C([O:3][C:4]([C:6]1[O:7][C:8]([C:11]#[C:12][C:13]2[CH:18]=[CH:17][CH:16]=[CH:15][C:14]=2[F:19])=[CH:9][CH:10]=1)=[O:5])C.C1COCC1.[OH-].[Na+]. (2) Given the product [CH:16]1([NH:15][C:14]([C@@H:9]2[CH2:10][C@@H:11]([OH:13])[CH2:12][NH:8]2)=[O:19])[CH2:18][CH2:17]1, predict the reactants needed to synthesize it. The reactants are: C(OC([N:8]1[CH2:12][C@H:11]([OH:13])[CH2:10][C@H:9]1[C:14](=[O:19])[NH:15][CH:16]1[CH2:18][CH2:17]1)=O)(C)(C)C.C(O)(C(F)(F)F)=O. (3) Given the product [O:44]=[C:17]1[O:19][C@H:14]([C@H:13]([CH2:3][OH:4])[OH:41])[C:15]([OH:21])=[C:16]1[OH:20], predict the reactants needed to synthesize it. The reactants are: C1C2C(=CC(O)=CC=2O)[O:4][C@H:3]([C:13]2C=[C:17]([OH:19])[C:16]([OH:20])=[C:15]([OH:21])[CH:14]=2)[C@@H]1[O:4][C:3]([C:13]1C=[C:17]([OH:19])[C:16]([OH:20])=[C:15]([OH:21])[CH:14]=1)=O.C([O-])(=[O:41])C1C=CC=CC=1.[Na+].[OH2:44]. (4) Given the product [C:21]([O:20][C:18](=[O:19])[NH:15][C:11]1[S:12][CH:13]=[CH:14][C@:9]([C:3]2[CH:4]=[CH:5][CH:6]=[C:7]([F:8])[C:2]=2[F:1])([CH2:16][F:17])[N:10]=1)([CH3:24])([CH3:23])[CH3:22], predict the reactants needed to synthesize it. The reactants are: [F:1][C:2]1[C:7]([F:8])=[CH:6][CH:5]=[CH:4][C:3]=1[C@:9]1([CH2:16][F:17])[CH:14]=[CH:13][S:12][C:11]([NH2:15])=[N:10]1.[C:18](O[C:18]([O:20][C:21]([CH3:24])([CH3:23])[CH3:22])=[O:19])([O:20][C:21]([CH3:24])([CH3:23])[CH3:22])=[O:19]. (5) Given the product [F:1][C:2]1[CH:7]=[C:6]([F:8])[C:5]([F:9])=[CH:4][C:3]=1[C@@H:10]1[C@@H:15]([NH2:16])[CH2:14][C@@H:13]([N:24]2[CH2:31][C:30]3[C:26](=[N:27][N:28]([S:32]([CH3:35])(=[O:34])=[O:33])[CH:29]=3)[CH2:25]2)[CH2:12][O:11]1, predict the reactants needed to synthesize it. The reactants are: [F:1][C:2]1[CH:7]=[C:6]([F:8])[C:5]([F:9])=[CH:4][C:3]=1[C@@H:10]1[C@@H:15]([NH:16]C(=O)OC(C)(C)C)[CH2:14][C@@H:13]([N:24]2[CH2:31][C:30]3[C:26](=[N:27][N:28]([S:32]([CH3:35])(=[O:34])=[O:33])[CH:29]=3)[CH2:25]2)[CH2:12][O:11]1.FC(F)(F)C(O)=O.